Task: Predict the reaction yield, written as a fraction of the theoretical maximum amount of product (1.0 means a 100% yield; for example, 0.34 means a 34% yield).. Dataset: Reaction yield outcomes from USPTO patents with 853,638 reactions (1) The reactants are [N:1]12[CH2:8][CH2:7][C:4]([C:9]([C:17]3[CH:22]=[CH:21][CH:20]=[CH:19][CH:18]=3)([C:11]3[CH:16]=[CH:15][CH:14]=[CH:13][CH:12]=3)[OH:10])([CH2:5][CH2:6]1)[CH2:3][CH2:2]2.[Br:23][CH2:24][CH:25]1[O:29][CH2:28][CH2:27][O:26]1. The catalyst is CC#N. The product is [Br-:23].[O:26]1[CH2:27][CH2:28][O:29][CH:25]1[CH2:24][N+:1]12[CH2:6][CH2:5][C:4]([C:9]([OH:10])([C:17]3[CH:22]=[CH:21][CH:20]=[CH:19][CH:18]=3)[C:11]3[CH:12]=[CH:13][CH:14]=[CH:15][CH:16]=3)([CH2:3][CH2:2]1)[CH2:7][CH2:8]2. The yield is 0.124. (2) The reactants are [F:1][C:2]([F:7])([F:6])[C:3]([OH:5])=[O:4].[Br:8][C:9]1[CH:10]=[C:11]([N:16]2C(=O)[O:19][N:18]=[C:17]2[C:22]2[C:23]([NH:27][C:28](=O)[C:29]3[CH:34]=[CH:33][C:32]([CH2:35][N:36]4[CH2:41][CH2:40][S:39](=[O:43])(=[O:42])[CH2:38][CH2:37]4)=[CH:31][CH:30]=3)=[N:24][O:25][N:26]=2)[CH:12]=[CH:13][C:14]=1[F:15].C1(C)C=CC=CC=1. The catalyst is O1CCCC1. The product is [F:1][C:2]([F:7])([F:6])[C:3]([OH:5])=[O:4].[Br:8][C:9]1[CH:10]=[C:11]([NH:16][C:17]([C:22]2[C:23]([NH:27][CH2:28][C:29]3[CH:30]=[CH:31][C:32]([CH2:35][N:36]4[CH2:37][CH2:38][S:39](=[O:42])(=[O:43])[CH2:40][CH2:41]4)=[CH:33][CH:34]=3)=[N:24][O:25][N:26]=2)=[N:18][OH:19])[CH:12]=[CH:13][C:14]=1[F:15]. The yield is 0.0500. (3) The reactants are [F:1][C:2]1([F:13])[O:6][C:5]2[CH:7]=[C:8]([F:12])[C:9]([NH2:11])=[CH:10][C:4]=2[O:3]1.[N:14]([O-])=O.[Na+].[CH3:18][O:19][CH2:20][C:21](=[O:27])[CH2:22][C:23]([O:25][CH3:26])=[O:24].CC([O-])=O.[Na+]. The catalyst is Cl.O.CCO. The product is [CH3:18][O:19][CH2:20][C:21](=[O:27])[C:22](=[N:14][NH:11][C:9]1[C:8]([F:12])=[CH:7][C:5]2[O:6][C:2]([F:1])([F:13])[O:3][C:4]=2[CH:10]=1)[C:23]([O:25][CH3:26])=[O:24]. The yield is 0.700. (4) The reactants are [NH:1]([C:3]([C:5]1[NH:6][CH:7]=[CH:8][N:9]=1)=[O:4])[NH2:2].[CH3:10]OC(OC)N(C)C.C(OCC)C. The catalyst is C1C=CC(C2C=CC=CC=2)=CC=1.C1C=CC(OC2C=CC=CC=2)=CC=1. The product is [N:6]1[CH:7]=[CH:8][N:9]2[C:5]=1[C:3](=[O:4])[NH:1][N:2]=[CH:10]2. The yield is 0.200.